Dataset: Full USPTO retrosynthesis dataset with 1.9M reactions from patents (1976-2016). Task: Predict the reactants needed to synthesize the given product. (1) The reactants are: [C:1]([N:8]1[CH2:13][CH2:12][NH:11][CH2:10][CH2:9]1)([O:3][C:4]([CH3:7])([CH3:6])[CH3:5])=[O:2].C([O-])([O-])=O.[K+].[K+].[Cl:20][C:21]1[C:26](Cl)=[N:25][CH:24]=[CH:23][N:22]=1. Given the product [Cl:20][C:21]1[C:26]([N:11]2[CH2:10][CH2:9][N:8]([C:1]([O:3][C:4]([CH3:7])([CH3:6])[CH3:5])=[O:2])[CH2:13][CH2:12]2)=[N:25][CH:24]=[CH:23][N:22]=1, predict the reactants needed to synthesize it. (2) Given the product [CH2:22]([O:27][C:28]1[CH:29]=[C:30]2[C:35](=[CH:36][CH:37]=1)[O:34][CH2:33][C:32]([CH2:38][Br:1])=[CH:31]2)[CH2:23][CH2:24][CH2:25][CH3:26], predict the reactants needed to synthesize it. The reactants are: [Br:1]P(Br)(C1C=CC=CC=1)(C1C=CC=CC=1)C1C=CC=CC=1.[CH2:22]([O:27][C:28]1[CH:29]=[C:30]2[C:35](=[CH:36][CH:37]=1)[O:34][CH2:33][C:32]([CH2:38]O)=[CH:31]2)[CH2:23][CH2:24][CH2:25][CH3:26]. (3) Given the product [CH3:31][S:30][C:27]1[N:26]=[CH:25][C:24]2=[CH:23][CH:22]=[C:21]([C:38]3[CH:39]=[C:34]([NH2:33])[CH:35]=[CH:36][CH:37]=3)[N:29]2[N:28]=1, predict the reactants needed to synthesize it. The reactants are: C1(P(C2C=CC=CC=2)C2C=CC=CC=2)C=CC=CC=1.Br[C:21]1[N:29]2[C:24]([CH:25]=[N:26][C:27]([S:30][CH3:31])=[N:28]2)=[CH:23][CH:22]=1.Cl.[NH2:33][C:34]1[CH:35]=[C:36](B(O)O)[CH:37]=[CH:38][CH:39]=1.C(=O)([O-])[O-].[Na+].[Na+].Cl. (4) The reactants are: [N+:1]([C:4]1[CH:5]=[CH:6][C:7]([N:10]2[CH2:15][CH2:14][O:13][CH2:12][CH2:11]2)=[N:8][CH:9]=1)([O-])=O.O. Given the product [O:13]1[CH2:14][CH2:15][N:10]([C:7]2[N:8]=[CH:9][C:4]([NH2:1])=[CH:5][CH:6]=2)[CH2:11][CH2:12]1, predict the reactants needed to synthesize it. (5) Given the product [Cl:1][C:2]1[CH:7]=[CH:6][C:5]([C:8]2[N:9]([CH2:14][C@H:15]([OH:20])[C:16]([F:18])([F:19])[F:17])[C:10](=[O:13])[N:11]([CH2:28][C:29]3[CH:34]=[C:33]([C:35]4[CH:40]=[CH:39][CH:38]=[CH:37][C:36]=4[C:41]([F:42])([F:43])[F:44])[C:32]([C:45]([O:47][CH3:48])=[O:46])=[CH:31][CH:30]=3)[N:12]=2)=[CH:4][CH:3]=1, predict the reactants needed to synthesize it. The reactants are: [Cl:1][C:2]1[CH:7]=[CH:6][C:5]([C:8]2[N:9]([CH2:14][C@H:15]([OH:20])[C:16]([F:19])([F:18])[F:17])[C:10](=[O:13])[NH:11][N:12]=2)=[CH:4][CH:3]=1.C(=O)([O-])[O-].[Cs+].[Cs+].Br[CH2:28][C:29]1[CH:34]=[C:33]([C:35]2[CH:40]=[CH:39][CH:38]=[CH:37][C:36]=2[C:41]([F:44])([F:43])[F:42])[C:32]([C:45]([O:47][CH3:48])=[O:46])=[CH:31][CH:30]=1.